From a dataset of TCR-epitope binding with 47,182 pairs between 192 epitopes and 23,139 TCRs. Binary Classification. Given a T-cell receptor sequence (or CDR3 region) and an epitope sequence, predict whether binding occurs between them. (1) The epitope is ITEEVGHTDLMAAY. The TCR CDR3 sequence is CASSLYTGSYNEQFF. Result: 0 (the TCR does not bind to the epitope). (2) The epitope is GMFNMLSTVLGVS. The TCR CDR3 sequence is CASRQGPNYGYTF. Result: 0 (the TCR does not bind to the epitope). (3) The epitope is SLVKPSFYV. The TCR CDR3 sequence is CASSLVDGGSYNSPLHF. Result: 1 (the TCR binds to the epitope). (4) The epitope is NLVPMVATV. The TCR CDR3 sequence is CSAKTDRLAYEQYF. Result: 1 (the TCR binds to the epitope). (5) The epitope is LLQTGIHVRVSQPSL. The TCR CDR3 sequence is CASSRDSNEQFF. Result: 0 (the TCR does not bind to the epitope). (6) The epitope is RLDKVEAEV. The TCR CDR3 sequence is CASSPDTGELFF. Result: 0 (the TCR does not bind to the epitope). (7) The epitope is QVPLRPMTYK. The TCR CDR3 sequence is CASSYSRGSGNTIYF. Result: 1 (the TCR binds to the epitope).